From a dataset of Forward reaction prediction with 1.9M reactions from USPTO patents (1976-2016). Predict the product of the given reaction. (1) Given the reactants [F:1][C:2]([F:34])([F:33])[C:3]1[CH:4]=[C:5]([CH:26]=[C:27]([C:29]([F:32])([F:31])[F:30])[CH:28]=1)[C:6]([N:8]1[CH:21]([CH2:22][C:23]([OH:25])=O)[C:20]2[C:15](=[CH:16][CH:17]=[CH:18][CH:19]=2)[C:14]2[CH:13]=[CH:12][CH:11]=[CH:10][C:9]1=2)=[O:7].[NH:35]1[CH2:40][CH2:39][O:38][CH2:37][CH2:36]1, predict the reaction product. The product is: [F:34][C:2]([F:33])([F:1])[C:3]1[CH:4]=[C:5]([CH:26]=[C:27]([C:29]([F:31])([F:32])[F:30])[CH:28]=1)[C:6]([N:8]1[CH:21]([CH2:22][C:23]([N:35]2[CH2:40][CH2:39][O:38][CH2:37][CH2:36]2)=[O:25])[C:20]2[C:15](=[CH:16][CH:17]=[CH:18][CH:19]=2)[C:14]2[CH:13]=[CH:12][CH:11]=[CH:10][C:9]1=2)=[O:7]. (2) Given the reactants FC(F)(F)C(O)=O.[Cl:8][C:9]1[C:10]([F:30])=[C:11]([NH:16][C:17]2[C:26]3[C:21](=[CH:22][C:23]([OH:29])=[C:24]([O:27][CH3:28])[CH:25]=3)[N:20]=[CH:19][N:18]=2)[CH:12]=[CH:13][C:14]=1[Cl:15].CS(O[CH2:36][CH:37]1[CH2:51][C@@H:40]2[CH2:41][N:42]([C:44]([O:46][C:47]([CH3:50])([CH3:49])[CH3:48])=[O:45])[CH2:43][C@@H:39]2[CH2:38]1)(=O)=O.C([O-])([O-])=O.[K+].[K+], predict the reaction product. The product is: [Cl:8][C:9]1[C:10]([F:30])=[C:11]([NH:16][C:17]2[C:26]3[C:21](=[CH:22][C:23]([O:29][CH2:36][CH:37]4[CH2:51][C@@H:40]5[CH2:41][N:42]([C:44]([O:46][C:47]([CH3:50])([CH3:49])[CH3:48])=[O:45])[CH2:43][C@@H:39]5[CH2:38]4)=[C:24]([O:27][CH3:28])[CH:25]=3)[N:20]=[CH:19][N:18]=2)[CH:12]=[CH:13][C:14]=1[Cl:15]. (3) Given the reactants [C:1]([O:5][C:6]([N:8]1[CH2:13][CH2:12][CH2:11][C@@H:10]([N:14]([C:32]2[C:37]([CH3:38])=[CH:36][CH:35]=[CH:34][N+:33]=2[O-])[C:15](=[O:31])[C:16]2[CH:21]=[CH:20][C:19]([C:22]3[CH:23]=[N:24][N:25]4[CH:30]=[CH:29][CH:28]=[N:27][C:26]=34)=[CH:18][CH:17]=2)[CH2:9]1)=[O:7])([CH3:4])([CH3:3])[CH3:2].C(OC(N1CCC[C@@H](NC2C(C)=CC=C[N+]=2[O-])C1)=O)(C)(C)C.B(O)(O)B(O)O.O, predict the reaction product. The product is: [CH3:38][C:37]1[C:32]([N:14]([C@@H:10]2[CH2:11][CH2:12][CH2:13][N:8]([C:6]([O:5][C:1]([CH3:4])([CH3:3])[CH3:2])=[O:7])[CH2:9]2)[C:15](=[O:31])[C:16]2[CH:17]=[CH:18][C:19]([C:22]3[CH:23]=[N:24][N:25]4[CH:30]=[CH:29][CH:28]=[N:27][C:26]=34)=[CH:20][CH:21]=2)=[N:33][CH:34]=[CH:35][CH:36]=1. (4) Given the reactants C(O)(=O)C.[CH2:5]([NH:7][C:8]([C:10]1[C:14]([C:15]2[CH:20]=[CH:19][C:18]([CH:21]=O)=[CH:17][CH:16]=2)=[C:13]([C:23]2[CH:28]=[C:27]([Cl:29])[C:26]([O:30][CH2:31][C:32]3[CH:37]=[CH:36][CH:35]=[CH:34][CH:33]=3)=[CH:25][C:24]=2[O:38][CH2:39][C:40]2[CH:45]=[CH:44][CH:43]=[CH:42][CH:41]=2)[O:12][N:11]=1)=[O:9])[CH3:6].[NH:46]1[CH2:51][CH2:50][O:49][CH2:48][CH2:47]1, predict the reaction product. The product is: [CH2:5]([NH:7][C:8]([C:10]1[C:14]([C:15]2[CH:16]=[CH:17][C:18]([CH2:21][N:46]3[CH2:51][CH2:50][O:49][CH2:48][CH2:47]3)=[CH:19][CH:20]=2)=[C:13]([C:23]2[CH:28]=[C:27]([Cl:29])[C:26]([O:30][CH2:31][C:32]3[CH:33]=[CH:34][CH:35]=[CH:36][CH:37]=3)=[CH:25][C:24]=2[O:38][CH2:39][C:40]2[CH:45]=[CH:44][CH:43]=[CH:42][CH:41]=2)[O:12][N:11]=1)=[O:9])[CH3:6]. (5) Given the reactants [C:1]([C:3]1[C:8](=O)[NH:7][C:6]([NH:10][CH:11]2[CH2:13][CH2:12]2)=[N:5][C:4]=1[C:14]1[CH:19]=[CH:18][CH:17]=[CH:16][C:15]=1[Cl:20])#[N:2].O=P(Cl)(Cl)[Cl:23], predict the reaction product. The product is: [Cl:23][C:8]1[N:7]=[C:6]([NH:10][CH:11]2[CH2:13][CH2:12]2)[N:5]=[C:4]([C:14]2[CH:19]=[CH:18][CH:17]=[CH:16][C:15]=2[Cl:20])[C:3]=1[C:1]#[N:2].